Dataset: Catalyst prediction with 721,799 reactions and 888 catalyst types from USPTO. Task: Predict which catalyst facilitates the given reaction. (1) Reactant: [NH2:1][C:2]1[C:21]([C:22]2[CH:23]=[CH:24][C:25]3[O:38][CH2:37][N:28]4[C:29]5[CH:30]=[CH:31][CH:32]=[C:33]([F:36])[C:34]=5[CH:35]=[C:27]4[C:26]=3[N:39]=2)=[CH:20][C:5]2[C:6]([C:16]([NH:18][CH3:19])=[O:17])=[C:7]([C:9]3[CH:14]=[CH:13][C:12]([F:15])=[CH:11][CH:10]=3)[O:8][C:4]=2[CH:3]=1.N1C=CC=CC=1.[CH3:46][S:47](Cl)(=[O:49])=[O:48]. Product: [F:36][C:33]1[C:34]2[CH:35]=[C:27]3[C:26]4[N:39]=[C:22]([C:21]5[C:2]([NH:1][S:47]([CH3:46])(=[O:49])=[O:48])=[CH:3][C:4]6[O:8][C:7]([C:9]7[CH:14]=[CH:13][C:12]([F:15])=[CH:11][CH:10]=7)=[C:6]([C:16]([NH:18][CH3:19])=[O:17])[C:5]=6[CH:20]=5)[CH:23]=[CH:24][C:25]=4[O:38][CH2:37][N:28]3[C:29]=2[CH:30]=[CH:31][CH:32]=1. The catalyst class is: 4. (2) Reactant: [CH:1]1([NH:7][C:8]([NH:10][C@H:11]2[CH2:15][O:14][C@@H:13]3[C@H:16]([OH:19])[CH2:17][O:18][C@H:12]23)=[O:9])[CH2:6][CH2:5][CH2:4][CH2:3][CH2:2]1.N1C=CC=CC=1.[F:26][C:27]([F:40])([F:39])[S:28](O[S:28]([C:27]([F:40])([F:39])[F:26])(=[O:30])=[O:29])(=[O:30])=[O:29]. Product: [CH:1]1([NH:7][C:8](=[O:9])[NH:10][C@@H:11]2[C@H:12]3[O:18][CH2:17][C@@H:16]([O:19][S:28]([C:27]([F:40])([F:39])[F:26])(=[O:30])=[O:29])[C@H:13]3[O:14][CH2:15]2)[CH2:6][CH2:5][CH2:4][CH2:3][CH2:2]1. The catalyst class is: 4. (3) Reactant: [Cl:1][C:2]1[CH:7]=[C:6]([N+:8]([O-:10])=[O:9])[C:5]([O:11][CH3:12])=[CH:4][C:3]=1[CH2:13][CH2:14][NH:15][CH2:16][C:17]1[CH:22]=[CH:21][C:20]([F:23])=[CH:19][CH:18]=1.C(N(CC)CC)C.[CH3:31][C:32]([O:35][C:36](O[C:36]([O:35][C:32]([CH3:34])([CH3:33])[CH3:31])=[O:37])=[O:37])([CH3:34])[CH3:33]. Product: [Cl:1][C:2]1[CH:7]=[C:6]([N+:8]([O-:10])=[O:9])[C:5]([O:11][CH3:12])=[CH:4][C:3]=1[CH2:13][CH2:14][N:15]([CH2:16][C:17]1[CH:18]=[CH:19][C:20]([F:23])=[CH:21][CH:22]=1)[C:36](=[O:37])[O:35][C:32]([CH3:34])([CH3:33])[CH3:31]. The catalyst class is: 2. (4) Product: [Br:1][C:2]1[CH:9]=[CH:8][C:5]([CH:6]=[O:7])=[C:4]([O:12][CH3:11])[CH:3]=1. The catalyst class is: 5. Reactant: [Br:1][C:2]1[CH:9]=[CH:8][C:5]([CH:6]=[O:7])=[C:4](F)[CH:3]=1.[CH3:11][O-:12].[Na+]. (5) Reactant: C([O:3][C:4](=[O:29])[CH2:5][CH:6]1[CH2:11][CH2:10][N:9]([C:12]2[CH:17]=[CH:16][C:15]([Cl:18])=[CH:14][C:13]=2[NH:19][C:20](=[O:28])[C:21]2[CH:26]=[CH:25][CH:24]=[C:23]([Cl:27])[CH:22]=2)[CH2:8][CH2:7]1)C.O.[OH-].[Li+]. Product: [Cl:18][C:15]1[CH:16]=[CH:17][C:12]([N:9]2[CH2:10][CH2:11][CH:6]([CH2:5][C:4]([OH:29])=[O:3])[CH2:7][CH2:8]2)=[C:13]([NH:19][C:20](=[O:28])[C:21]2[CH:26]=[CH:25][CH:24]=[C:23]([Cl:27])[CH:22]=2)[CH:14]=1. The catalyst class is: 83. (6) Reactant: C([O:3][CH:4](OCC)[C:5]#[C:6][C:7]([C:13]1[CH:14]=[C:15]([N:19]([CH2:29][CH:30]([CH3:32])[CH3:31])[S:20]([C:23]2[CH:28]=[CH:27][CH:26]=[CH:25][CH:24]=2)(=[O:22])=[O:21])[CH:16]=[CH:17][CH:18]=1)([OH:12])[C:8]([F:11])([F:10])[F:9])C.O.C1(C)C=CC(S(O)(=O)=O)=CC=1. Product: [OH:12][C:7]([C:13]1[CH:14]=[C:15]([N:19]([CH2:29][CH:30]([CH3:32])[CH3:31])[S:20]([C:23]2[CH:24]=[CH:25][CH:26]=[CH:27][CH:28]=2)(=[O:22])=[O:21])[CH:16]=[CH:17][CH:18]=1)([C:8]([F:11])([F:9])[F:10])[C:6]#[C:5][CH:4]=[O:3]. The catalyst class is: 21. (7) Reactant: O=C1C2C(=CC=CC=2)C(=O)[N:3]1[CH2:12][CH2:13][N:14]1[CH:18]=[CH:17][C:16]([C:19]([O:21][C:22]([CH3:25])([CH3:24])[CH3:23])=[O:20])=[CH:15]1.O.NN. Product: [NH2:3][CH2:12][CH2:13][N:14]1[CH:18]=[CH:17][C:16]([C:19]([O:21][C:22]([CH3:25])([CH3:24])[CH3:23])=[O:20])=[CH:15]1. The catalyst class is: 8. (8) Reactant: [Cl:1][C:2]1[CH:7]=[CH:6][C:5]([CH:8](O)[C:9]2[C:10]([C:24]([O:26][CH2:27][CH3:28])=[O:25])=[N:11][N:12]([CH2:15][C:16]3[CH:21]=[CH:20][C:19]([O:22][CH3:23])=[CH:18][CH:17]=3)[C:13]=2[CH3:14])=[CH:4][CH:3]=1.[NH2:30][C:31]1[CH:32]=[C:33]([CH3:39])[C:34](=[O:38])[N:35]([CH3:37])[CH:36]=1. Product: [Cl:1][C:2]1[CH:7]=[CH:6][C:5]([CH:8]([NH:30][C:31]2[CH:32]=[C:33]([CH3:39])[C:34](=[O:38])[N:35]([CH3:37])[CH:36]=2)[C:9]2[C:10]([C:24]([O:26][CH2:27][CH3:28])=[O:25])=[N:11][N:12]([CH2:15][C:16]3[CH:21]=[CH:20][C:19]([O:22][CH3:23])=[CH:18][CH:17]=3)[C:13]=2[CH3:14])=[CH:4][CH:3]=1. The catalyst class is: 61. (9) Reactant: [I:1][C:2]1[CH:3]=[C:4]([CH:8]=[CH:9][CH:10]=1)[C:5]([OH:7])=O.[F:11][C:12]1([F:18])[CH2:17][CH2:16][NH:15][CH2:14][CH2:13]1.CN(C(ON1N=NC2C=CC=NC1=2)=[N+](C)C)C.F[P-](F)(F)(F)(F)F.C(N(C(C)C)CC)(C)C. Product: [F:11][C:12]1([F:18])[CH2:17][CH2:16][N:15]([C:5]([C:4]2[CH:8]=[CH:9][CH:10]=[C:2]([I:1])[CH:3]=2)=[O:7])[CH2:14][CH2:13]1. The catalyst class is: 39. (10) Reactant: [C:1]12([CH2:11][S:12]([O-:15])(=[O:14])=[O:13])[C:8]([CH3:10])([CH3:9])[CH:5]([CH2:6][CH2:7]1)[CH2:4][C:2]2=[O:3].[CH3:16][NH+:17]1[CH2:22][CH2:21][O:20][CH2:19][CH2:18]1.[C:23](=[O:26])(O)[O-].[Na+].Cl[C:29]1[N:34]=[C:33](OC)[N:32]=[C:31](OC)[N:30]=1. Product: [C:1]12([CH2:11][S:12]([O-:15])(=[O:13])=[O:14])[C:8]([CH3:10])([CH3:9])[CH:5]([CH2:6][CH2:7]1)[CH2:4][C:2]2=[O:3].[CH3:16][N+:17]1([N:30]2[CH2:31][N:32]([O:26][CH3:23])[CH2:33][N:34]([O:3][CH3:2])[CH2:29]2)[CH2:22][CH2:21][O:20][CH2:19][CH2:18]1. The catalyst class is: 10.